From a dataset of Reaction yield outcomes from USPTO patents with 853,638 reactions. Predict the reaction yield, written as a fraction of the theoretical maximum amount of product (1.0 means a 100% yield; for example, 0.34 means a 34% yield). (1) The reactants are [CH2:1]([O:8][C:9]1[CH:14]=[CH:13][C:12]([C:15]([C:17]2[N:18]([S:45]([C:48]3[CH:54]=[CH:53][C:51]([CH3:52])=[CH:50][CH:49]=3)(=[O:47])=[O:46])[CH:19]=[CH:20][C:21]=2[N:22]2[CH:26]=[CH:25][CH:24]=[C:23]2[CH:27]([C:29]2[CH:34]=[CH:33][C:32]([O:35][CH2:36][C:37]3[CH:42]=[CH:41][CH:40]=[CH:39][CH:38]=3)=[CH:31][C:30]=2[O:43][CH3:44])[OH:28])=[O:16])=[C:11]([O:55][CH3:56])[CH:10]=1)[C:2]1[CH:7]=[CH:6][CH:5]=[CH:4][CH:3]=1. The catalyst is CS(C)=O. The product is [S:45]([N:18]1[CH:19]=[CH:20][C:21]([N:22]2[CH:26]=[CH:25][CH:24]=[C:23]2[C:27]([C:29]2[CH:34]=[CH:33][C:32]([O:35][CH2:36][C:37]3[CH:42]=[CH:41][CH:40]=[CH:39][CH:38]=3)=[CH:31][C:30]=2[O:43][CH3:44])=[O:28])=[C:17]1[C:15]([C:12]1[CH:13]=[CH:14][C:9]([O:8][CH2:1][C:2]2[CH:7]=[CH:6][CH:5]=[CH:4][CH:3]=2)=[CH:10][C:11]=1[O:55][CH3:56])=[O:16])([C:48]1[CH:49]=[CH:50][C:51]([CH3:52])=[CH:53][CH:54]=1)(=[O:47])=[O:46]. The yield is 0.720. (2) The reactants are [F:1][C:2]1([F:27])[CH2:7][CH2:6][CH:5]([CH2:8][C@H:9]2[CH2:14][C@H:13]([C:15](=[O:22])[CH2:16][C:17](OCC)=[O:18])[CH2:12][CH2:11][N:10]2[C:23]([O:25][CH3:26])=[O:24])[CH2:4][CH2:3]1.[OH-].[Na+].[NH2:30]O.Cl. The catalyst is CO.O. The product is [F:1][C:2]1([F:27])[CH2:7][CH2:6][CH:5]([CH2:8][C@H:9]2[CH2:14][C@H:13]([C:15]3[O:22][NH:30][C:17](=[O:18])[CH:16]=3)[CH2:12][CH2:11][N:10]2[C:23]([O:25][CH3:26])=[O:24])[CH2:4][CH2:3]1. The yield is 0.970. (3) The reactants are [CH2:1]([O:3][P:4]([CH2:9][CH2:10][CH2:11][CH2:12][CH2:13][N:14]1C(=O)C2C(=CC=CC=2)C1=O)(=[O:8])[O:5][CH2:6][CH3:7])[CH3:2].CC(O)C.NN. The catalyst is C1COCC1. The product is [CH2:6]([O:5][P:4]([CH2:9][CH2:10][CH2:11][CH2:12][CH2:13][NH2:14])(=[O:8])[O:3][CH2:1][CH3:2])[CH3:7]. The yield is 0.720. (4) The reactants are [CH2:1]([O:3][C:4]([C:6]1[CH:11]=[CH:10][C:9](B(O)O)=[CH:8][CH:7]=1)=[O:5])[CH3:2].Br[C:16]1[CH:21]=[CH:20][C:19]([O:22][CH2:23][CH:24]2[CH2:29][CH2:28][N:27]([C:30]([O:32][CH:33]([CH3:35])[CH3:34])=[O:31])[CH2:26][CH2:25]2)=[CH:18][CH:17]=1. No catalyst specified. The product is [CH2:1]([O:3][C:4]([C:6]1[CH:11]=[CH:10][C:9]([C:16]2[CH:17]=[CH:18][C:19]([O:22][CH2:23][CH:24]3[CH2:25][CH2:26][N:27]([C:30]([O:32][CH:33]([CH3:35])[CH3:34])=[O:31])[CH2:28][CH2:29]3)=[CH:20][CH:21]=2)=[CH:8][CH:7]=1)=[O:5])[CH3:2]. The yield is 0.0600.